Dataset: Forward reaction prediction with 1.9M reactions from USPTO patents (1976-2016). Task: Predict the product of the given reaction. The product is: [Cl:39][C:40]1[C:41]([C:50]([F:52])([F:51])[F:53])=[N:42][N:43]([CH2:46][C:47]([N:36]2[CH2:35][CH2:34][N:33]([C:29]3[CH:28]=[C:27]([O:26][CH3:25])[CH:32]=[CH:31][N:30]=3)[CH2:38][CH2:37]2)=[O:48])[C:44]=1[CH3:45]. Given the reactants CN(C(ON1N=NC2C=CC=NC1=2)=[N+](C)C)C.F[P-](F)(F)(F)(F)F.[CH3:25][O:26][C:27]1[CH:32]=[CH:31][N:30]=[C:29]([N:33]2[CH2:38][CH2:37][NH:36][CH2:35][CH2:34]2)[CH:28]=1.[Cl:39][C:40]1[C:41]([C:50]([F:53])([F:52])[F:51])=[N:42][N:43]([CH2:46][C:47](O)=[O:48])[C:44]=1[CH3:45], predict the reaction product.